This data is from Reaction yield outcomes from USPTO patents with 853,638 reactions. The task is: Predict the reaction yield, written as a fraction of the theoretical maximum amount of product (1.0 means a 100% yield; for example, 0.34 means a 34% yield). (1) The reactants are [H-].[Na+].[NH:3]1[C:11]2[C:6](=[CH:7][CH:8]=[CH:9][CH:10]=2)[CH2:5][CH2:4]1.I[CH2:13][CH3:14]. The catalyst is O1CCCC1.O. The product is [CH2:13]([N:3]1[C:11]2[C:6](=[CH:7][CH:8]=[CH:9][CH:10]=2)[CH2:5][CH2:4]1)[CH3:14]. The yield is 0.780. (2) The reactants are [CH3:1][O:2][C:3]1[C:8]2[O:9][CH2:10][O:11][C:7]=2[CH:6]=[C:5]([CH:12]=O)[CH:4]=1.[ClH:14].C([O-])([O-])=O.[K+].[K+].CO.C(O[CH:26](OCC)[CH2:27][NH:28][CH2:29][C:30]1[CH:35]=[CH:34][CH:33]=[C:32]([O:36][CH2:37][CH3:38])[C:31]=1[OH:39])C. The catalyst is CCO. The product is [ClH:14].[CH2:37]([O:36][C:32]1[C:31]([OH:39])=[C:30]2[C:35]([C:26]([CH2:12][C:5]3[CH:4]=[C:3]([O:2][CH3:1])[C:8]4[O:9][CH2:10][O:11][C:7]=4[CH:6]=3)=[CH:27][N:28]=[CH:29]2)=[CH:34][CH:33]=1)[CH3:38]. The yield is 0.100. (3) The reactants are [C:1]([O-:4])([O-])=[O:2].[Na+].[Na+].C[C:8]1[CH:13]=[CH:12][N:11]=[C:10]2[NH:14][CH:15]=[N:16][C:9]=12.[O-][Mn](=O)(=O)=O.[K+]. The catalyst is O. The product is [N:16]1[C:9]2[C:10](=[N:11][CH:12]=[CH:13][C:8]=2[C:1]([OH:4])=[O:2])[NH:14][CH:15]=1. The yield is 0.400. (4) The reactants are Br[CH2:2][CH2:3][CH2:4][CH2:5][CH2:6][C:7]([O:9][CH3:10])=[O:8].[N-:11]=[N+:12]=[N-:13].[Na+].O. The catalyst is CN(C=O)C. The product is [N:11]([CH2:2][CH2:3][CH2:4][CH2:5][CH2:6][C:7]([O:9][CH3:10])=[O:8])=[N+:12]=[N-:13]. The yield is 0.950. (5) The reactants are CNC(=O)C1C=CC=C(C2C=CC(O[C@@H:17]3[C@@H:22]([OH:23])[C@@H:21]([OH:24])[C@H:20]([OH:25])[C@@H:19]([CH2:26][OH:27])[O:18]3)=C(C)C=2)C=1.Br[C:31]1[CH:36]=[CH:35][C:34]([OH:37])=[C:33]([O:38][CH3:39])[CH:32]=1.[CH3:40][O:41][C:42]([C:44]1[CH:45]=[C:46](B(O)O)[CH:47]=[CH:48][CH:49]=1)=[O:43]. No catalyst specified. The product is [CH3:39][O:38][C:33]1[CH:32]=[C:31]([C:48]2[CH:49]=[C:44]([CH:45]=[CH:46][CH:47]=2)[C:42]([O:41][CH3:40])=[O:43])[CH:36]=[CH:35][C:34]=1[O:37][C@@H:17]1[C@@H:22]([OH:23])[C@@H:21]([OH:24])[C@H:20]([OH:25])[C@@H:19]([CH2:26][OH:27])[O:18]1. The yield is 0.0300. (6) The reactants are [C@H:1]1([NH:10][C:11]2[CH:20]=[CH:19][C:18]3[C:13](=[CH:14][CH:15]=[C:16]([NH2:21])[CH:17]=3)[N:12]=2)[C:9]2[C:4](=[CH:5][CH:6]=[CH:7][CH:8]=2)[CH2:3][CH2:2]1.C(O)(=O)C.[C:26]([O:30][C:31](=[O:37])[N:32]([CH3:36])[CH2:33][CH:34]=O)([CH3:29])([CH3:28])[CH3:27].C([BH3-])#N.[Na+].C([O-])(O)=O.[Na+]. The catalyst is CO. The product is [C:26]([O:30][C:31](=[O:37])[N:32]([CH2:33][CH2:34][NH:21][C:16]1[CH:17]=[C:18]2[C:13](=[CH:14][CH:15]=1)[N:12]=[C:11]([NH:10][C@H:1]1[C:9]3[C:4](=[CH:5][CH:6]=[CH:7][CH:8]=3)[CH2:3][CH2:2]1)[CH:20]=[CH:19]2)[CH3:36])([CH3:29])([CH3:28])[CH3:27]. The yield is 0.730. (7) The reactants are [Br:1][C:2]1[C:3]([F:12])=[C:4]2[C:10]([NH2:11])=[CH:9][NH:8][C:5]2=[N:6][CH:7]=1.[CH:13]1([C:17](O)=[O:18])[CH2:16][CH2:15][CH2:14]1.C(N(CC)CC)C.C1N(P(Cl)(N2C(=O)OCC2)=O)C(=O)OC1.O[Li].O. The catalyst is C(Cl)Cl.O. The product is [Br:1][C:2]1[C:3]([F:12])=[C:4]2[C:10]([NH:11][C:17]([CH:13]3[CH2:16][CH2:15][CH2:14]3)=[O:18])=[CH:9][NH:8][C:5]2=[N:6][CH:7]=1. The yield is 0.710. (8) The reactants are [NH2:1][C:2]1[CH:7]=[CH:6][C:5]([Br:8])=[CH:4][C:3]=1[C:9](=[O:11])[CH3:10].[BH4-].[Na+]. The catalyst is CO. The product is [NH2:1][C:2]1[CH:7]=[CH:6][C:5]([Br:8])=[CH:4][C:3]=1[CH:9]([OH:11])[CH3:10]. The yield is 0.860. (9) The reactants are Cl.[F:2][C:3]1[CH:4]=[C:5]([CH:10]=[CH:11][C:12]=1[O:13][C@H:14]1[CH2:18][CH2:17][N:16]([CH:19]2[CH2:24][CH2:23][NH:22][CH2:21][CH2:20]2)[C:15]1=[O:25])[C:6]([O:8][CH3:9])=[O:7].C(N(C(C)C)C(C)C)C.Cl[C:36]1[C:41]([Cl:42])=[CH:40][C:39]([C:43]([F:46])([F:45])[F:44])=[CH:38][N:37]=1. The catalyst is CN(C=O)C.CCOC(C)=O. The product is [Cl:42][C:41]1[C:36]([N:22]2[CH2:23][CH2:24][CH:19]([N:16]3[CH2:17][CH2:18][C@H:14]([O:13][C:12]4[CH:11]=[CH:10][C:5]([C:6]([O:8][CH3:9])=[O:7])=[CH:4][C:3]=4[F:2])[C:15]3=[O:25])[CH2:20][CH2:21]2)=[N:37][CH:38]=[C:39]([C:43]([F:45])([F:44])[F:46])[CH:40]=1. The yield is 0.630.